Dataset: Catalyst prediction with 721,799 reactions and 888 catalyst types from USPTO. Task: Predict which catalyst facilitates the given reaction. (1) Reactant: [Si:1](Cl)([C:4]([CH3:7])([CH3:6])[CH3:5])([CH3:3])[CH3:2].[Cl:9][C:10]1[C:17]([CH3:18])=[C:16]([N:19]2[C:23](=[O:24])[C:22]3([CH2:28][CH2:27][CH2:26][CH:25]3[OH:29])[N:21]([CH3:30])[C:20]2=[O:31])[CH:15]=[CH:14][C:11]=1[C:12]#[N:13].N1C=CN=C1. Product: [Si:1]([O:29][CH:25]1[CH2:26][CH2:27][CH2:28][C:22]21[N:21]([CH3:30])[C:20](=[O:31])[N:19]([C:16]1[CH:15]=[CH:14][C:11]([C:12]#[N:13])=[C:10]([Cl:9])[C:17]=1[CH3:18])[C:23]2=[O:24])([C:4]([CH3:7])([CH3:6])[CH3:5])([CH3:3])[CH3:2]. The catalyst class is: 4. (2) Reactant: [CH3:1][C:2]([CH3:8])([CH3:7])[CH2:3][C:4](Cl)=[O:5].C([N:11](CC)CC)C.[Br:16][C:17]1[CH:22]=[C:21]([CH3:23])[C:20](N)=[C:19]([CH3:25])[CH:18]=1.O. Product: [Br:16][C:17]1[CH:22]=[C:21]([CH3:23])[C:20]([CH:3]([C:2]([CH3:8])([CH3:7])[CH3:1])[C:4]([NH2:11])=[O:5])=[C:19]([CH3:25])[CH:18]=1. The catalyst class is: 10. (3) Reactant: [CH3:1][O:2][CH2:3][CH2:4][C:5]1([C:11]([O:13][C:14]([CH3:17])([CH3:16])[CH3:15])=[O:12])SCCCS1.BrN1C(=[O:24])CCC1=O. Product: [CH3:1][O:2][CH2:3][CH2:4][C:5](=[O:24])[C:11]([O:13][C:14]([CH3:17])([CH3:16])[CH3:15])=[O:12]. The catalyst class is: 95. (4) Reactant: [C:1]([CH2:4][C:5]1[S:6][CH:7]=[CH:8][C:9]=1[C:10](O)=[O:11])(O)=[O:2]. Product: [OH:11][CH2:10][C:9]1[CH:8]=[CH:7][S:6][C:5]=1[CH2:4][CH2:1][OH:2]. The catalyst class is: 7. (5) Reactant: [Cl:1][C:2]1[CH:7]=[C:6]([Cl:8])[C:5]([O:9][CH3:10])=[CH:4][C:3]=1[NH:11][C:12]1[C:21]2[C:16](=[CH:17][C:18]([O:24][CH2:25][CH2:26][CH2:27][N:28]3[CH2:33][CH2:32][N:31]([CH3:34])[CH2:30][CH2:29]3)=[C:19]([O:22][CH3:23])[CH:20]=2)[N:15]=[CH:14][C:13]=1[C:35]#[N:36]. Product: [CH3:5][O-:9].[Cl:1][C:2]1[CH:7]=[C:6]([Cl:8])[C:5]([O:9][CH3:10])=[CH:4][C:3]=1[NH:11][C:12]1[C:21]2[C:16](=[CH:17][C:18]([O:24][CH2:25][CH2:26][CH2:27][N:28]3[CH2:33][CH2:32][N:31]([CH3:34])[CH2:30][CH2:29]3)=[C:19]([O:22][CH3:23])[CH:20]=2)[N:15]=[CH:14][C:13]=1[C:35]#[N:36]. The catalyst class is: 5. (6) Reactant: [H-].[Na+].[CH:3](OCC)=O.C(O[C:11](=[O:20])[CH2:12][O:13][CH:14]1[CH2:19][CH2:18][CH2:17][CH2:16][O:15]1)C.[C:21]([NH2:24])(=[NH:23])[CH3:22]. Product: [CH3:22][C:21]1[NH:24][C:11](=[O:20])[C:12]([O:13][CH:14]2[CH2:19][CH2:18][CH2:17][CH2:16][O:15]2)=[CH:3][N:23]=1. The catalyst class is: 28.